From a dataset of Peptide-MHC class I binding affinity with 185,985 pairs from IEDB/IMGT. Regression. Given a peptide amino acid sequence and an MHC pseudo amino acid sequence, predict their binding affinity value. This is MHC class I binding data. (1) The peptide sequence is SQCQAIHNVV. The MHC is HLA-A02:01 with pseudo-sequence HLA-A02:01. The binding affinity (normalized) is 0.205. (2) The peptide sequence is EEIDWIKTD. The MHC is HLA-A31:01 with pseudo-sequence HLA-A31:01. The binding affinity (normalized) is 0.0847. (3) The peptide sequence is VPAPAGPIV. The MHC is HLA-B27:05 with pseudo-sequence HLA-B27:05. The binding affinity (normalized) is 0.0847. (4) The MHC is HLA-A02:11 with pseudo-sequence HLA-A02:11. The peptide sequence is AMWDWSKSV. The binding affinity (normalized) is 1.00. (5) The peptide sequence is LRAEDTAVYY. The MHC is HLA-A26:01 with pseudo-sequence HLA-A26:01. The binding affinity (normalized) is 0. (6) The peptide sequence is RPAPATGAL. The MHC is HLA-B08:02 with pseudo-sequence HLA-B08:02. The binding affinity (normalized) is 0.0847. (7) The peptide sequence is AIVFDHYDV. The MHC is HLA-A02:01 with pseudo-sequence HLA-A02:01. The binding affinity (normalized) is 0.0130.